From a dataset of Reaction yield outcomes from USPTO patents with 853,638 reactions. Predict the reaction yield, written as a fraction of the theoretical maximum amount of product (1.0 means a 100% yield; for example, 0.34 means a 34% yield). (1) The reactants are Cl[C:2]1[N:7]=[CH:6][C:5]([CH2:8][N:9]2[C:18]3[C:13](=[C:14]([CH:21]4[O:25][CH2:24][CH2:23][O:22]4)[CH:15]=[CH:16][C:17]=3[O:19][CH3:20])[CH2:12][CH2:11][C:10]2=[O:26])=[CH:4][CH:3]=1.C(=O)([O-])[O-].[Na+].[Na+].[S:33]1[CH:37]=[CH:36][C:35](B(O)O)=[CH:34]1.O. The catalyst is COCCOC.C1C=CC([P]([Pd]([P](C2C=CC=CC=2)(C2C=CC=CC=2)C2C=CC=CC=2)([P](C2C=CC=CC=2)(C2C=CC=CC=2)C2C=CC=CC=2)[P](C2C=CC=CC=2)(C2C=CC=CC=2)C2C=CC=CC=2)(C2C=CC=CC=2)C2C=CC=CC=2)=CC=1.C(OCC)(=O)C. The product is [O:22]1[CH2:23][CH2:24][O:25][CH:21]1[C:14]1[CH:15]=[CH:16][C:17]([O:19][CH3:20])=[C:18]2[C:13]=1[CH2:12][CH2:11][C:10](=[O:26])[N:9]2[CH2:8][C:5]1[CH:6]=[N:7][C:2]([C:35]2[CH:36]=[CH:37][S:33][CH:34]=2)=[CH:3][CH:4]=1. The yield is 0.950. (2) The reactants are [NH2:1][C@H:2]1[CH2:11][CH2:10][C:9]2[C:8]([S:12]([NH:15][C:16]3[CH:21]=[CH:20][CH:19]=[C:18]([C:22]([F:25])([F:24])[F:23])[CH:17]=3)(=[O:14])=[O:13])=[CH:7][CH:6]=[C:5]([O:26][CH3:27])[C:4]=2[CH2:3]1.Br[CH2:29][CH2:30][CH2:31][CH2:32]Br.CCN(C(C)C)C(C)C.[I-].[K+]. The catalyst is C1(C)C=CC=CC=1.ClCCl. The product is [CH3:27][O:26][C:5]1[C:4]2[CH2:3][C@@H:2]([N:1]3[CH2:32][CH2:31][CH2:30][CH2:29]3)[CH2:11][CH2:10][C:9]=2[C:8]([S:12]([NH:15][C:16]2[CH:21]=[CH:20][CH:19]=[C:18]([C:22]([F:23])([F:24])[F:25])[CH:17]=2)(=[O:13])=[O:14])=[CH:7][CH:6]=1. The yield is 0.150. (3) The reactants are [Br:1][C:2]1[CH:3]=[C:4]([N+:12]([O-:14])=[O:13])[C:5]([CH3:11])=[C:6]([CH:10]=1)[C:7]([OH:9])=[O:8].[C:15](=O)([O-])[O-].[Na+].[Na+].CI. The catalyst is CN(C=O)C. The product is [Br:1][C:2]1[CH:3]=[C:4]([N+:12]([O-:14])=[O:13])[C:5]([CH3:11])=[C:6]([CH:10]=1)[C:7]([O:9][CH3:15])=[O:8]. The yield is 0.970. (4) The reactants are [CH3:1][C:2]1[NH:3][C:4]2[C:9]([C:10]=1[CH:11]=O)=[CH:8][CH:7]=[CH:6][CH:5]=2.[C:13]([C:16]1[CH:21]=[CH:20][N:19]=[CH:18][CH:17]=1)(=[O:15])[CH3:14].N1CCCCC1. The catalyst is CO. The product is [CH3:1][C:2]1[NH:3][C:4]2[C:9]([C:10]=1/[CH:11]=[CH:14]/[C:13]([C:16]1[CH:21]=[CH:20][N:19]=[CH:18][CH:17]=1)=[O:15])=[CH:8][CH:7]=[CH:6][CH:5]=2. The yield is 0.690. (5) The reactants are S1C2C=CC=CC=2N=C1S.[Cl:11][C:12]1[CH:28]=[CH:27][C:15]([CH2:16][CH2:17][O:18][C:19]2[C:24]([O:25]C)=[N:23][CH:22]=[CH:21][N:20]=2)=[CH:14][CH:13]=1. The catalyst is CC(N(C)C)=O.C([O-])(O)=O.[Na+]. The product is [Cl:11][C:12]1[CH:13]=[CH:14][C:15]([CH2:16][CH2:17][O:18][C:19]2[C:24](=[O:25])[NH:23][CH:22]=[CH:21][N:20]=2)=[CH:27][CH:28]=1. The yield is 0.479. (6) The reactants are [C:1]1([S:7]([C:10]2[CH:11]=[C:12]3[C:17](=[CH:18][CH:19]=2)[C:16](=O)[CH2:15][CH2:14][CH2:13]3)(=[O:9])=[O:8])[CH:6]=[CH:5][CH:4]=[CH:3][CH:2]=1.C[Si]([C:25]#[N:26])(C)C. The catalyst is [I-].[Zn+2].[I-].CCOCC. The product is [C:1]1([S:7]([C:10]2[CH:11]=[C:12]3[C:17](=[CH:18][CH:19]=2)[C:16]([C:25]#[N:26])=[CH:15][CH2:14][CH2:13]3)(=[O:9])=[O:8])[CH:6]=[CH:5][CH:4]=[CH:3][CH:2]=1. The yield is 0.440. (7) The reactants are [NH2:1][CH2:2][C:3]1[CH:8]=[CH:7][C:6]([C:9]2[C:14]([CH3:15])=[CH:13][CH:12]=[C:11]([NH:16][C:17]([C:19]3([C:22]4[CH:30]=[CH:29][C:25]5[O:26][CH2:27][O:28][C:24]=5[CH:23]=4)[CH2:21][CH2:20]3)=[O:18])[CH:10]=2)=[CH:5][CH:4]=1.[CH3:31][CH:32]([CH3:36])[CH2:33][CH:34]=O.COCCOC.[BH4-].[Na+]. The catalyst is ClCCl.O. The product is [O:26]1[C:25]2[CH:29]=[CH:30][C:22]([C:19]3([C:17]([NH:16][C:11]4[CH:10]=[C:9]([C:6]5[CH:5]=[CH:4][C:3]([CH2:2][NH:1][CH2:34][CH2:33][CH:32]([CH3:36])[CH3:31])=[CH:8][CH:7]=5)[C:14]([CH3:15])=[CH:13][CH:12]=4)=[O:18])[CH2:20][CH2:21]3)=[CH:23][C:24]=2[O:28][CH2:27]1. The yield is 0.100. (8) The reactants are [N:1]([CH2:4][C@@H:5]1[O:9][C:8](=[O:10])[N:7]([C:11]2[CH:12]=[CH:13][C:14]3[C:20](=[O:21])[CH2:19][CH2:18][S:17][CH2:16][C:15]=3[CH:22]=2)[CH2:6]1)=[N+]=[N-].S1C=CC=C1[CH2:28][C:29](O)=[O:30]. No catalyst specified. The product is [O:10]=[C:8]1[N:7]([C:11]2[CH:12]=[CH:13][C:14]3[C:20](=[O:21])[CH2:19][CH2:18][S:17][CH2:16][C:15]=3[CH:22]=2)[CH2:6][C@H:5]([CH2:4][NH:1][C:29](=[O:30])[CH3:28])[O:9]1. The yield is 0.450.